This data is from CYP2C9 inhibition data for predicting drug metabolism from PubChem BioAssay. The task is: Regression/Classification. Given a drug SMILES string, predict its absorption, distribution, metabolism, or excretion properties. Task type varies by dataset: regression for continuous measurements (e.g., permeability, clearance, half-life) or binary classification for categorical outcomes (e.g., BBB penetration, CYP inhibition). Dataset: cyp2c9_veith. (1) The compound is c1cncc(CSc2ncnc3nc[nH]c23)c1. The result is 0 (non-inhibitor). (2) The molecule is c1cncc(-c2cc(-n3ccnc3)ncn2)c1. The result is 0 (non-inhibitor). (3) The molecule is CC1=C(C(=O)OCc2ccccc2)C(c2ccc3ccccc3c2)NC(=O)N1CCCCCC(=O)O. The result is 1 (inhibitor). (4) The drug is Cc1cccc(OCCCCCn2ccnc2)c1. The result is 1 (inhibitor). (5) The molecule is CCOC(=O)C1CCN(C(=O)C2CCN(c3nc4ccc(OC)cc4s3)CC2)CC1. The result is 1 (inhibitor). (6) The drug is C[C@](N)(COP(=O)(O)O)C(=O)O. The result is 0 (non-inhibitor). (7) The drug is Cc1ccc(C)c(-n2c(CNC(=O)c3ccco3)nnc2SCC(=O)N2CCc3ccccc32)c1. The result is 0 (non-inhibitor). (8) The molecule is O=C1Nc2ccc(I)cc2/C1=C/c1cc(Br)c(O)c(Br)c1. The result is 1 (inhibitor). (9) The drug is CCNc1ncc2ncc(=O)n(CCOC)c2n1. The result is 0 (non-inhibitor). (10) The molecule is O=C(COc1ccccc1Cl)NC(=S)Nc1cccc(NC(=O)c2ccccc2Cl)c1. The result is 1 (inhibitor).